This data is from Forward reaction prediction with 1.9M reactions from USPTO patents (1976-2016). The task is: Predict the product of the given reaction. (1) Given the reactants C(P(C(C)(C)C)C(C)(C)C)(C)(C)C.C(NC(C)C)(C)C.[C:21]([O:25][C:26](=[O:56])[NH:27][C:28]1([C:32]2[CH:37]=[CH:36][C:35]([C:38]3[C:47](=[O:48])[C:46]4[C:41](=[C:42](Br)[CH:43]=[CH:44][CH:45]=4)[O:40][C:39]=3[C:50]3[CH:55]=[CH:54][CH:53]=[CH:52][CH:51]=3)=[CH:34][CH:33]=2)[CH2:31][CH2:30][CH2:29]1)([CH3:24])([CH3:23])[CH3:22].[CH3:57][Si:58]([C:61]#[CH:62])([CH3:60])[CH3:59], predict the reaction product. The product is: [C:21]([O:25][C:26](=[O:56])[NH:27][C:28]1([C:32]2[CH:37]=[CH:36][C:35]([C:38]3[C:47](=[O:48])[C:46]4[C:41](=[C:42]([C:62]#[C:61][Si:58]([CH3:60])([CH3:59])[CH3:57])[CH:43]=[CH:44][CH:45]=4)[O:40][C:39]=3[C:50]3[CH:55]=[CH:54][CH:53]=[CH:52][CH:51]=3)=[CH:34][CH:33]=2)[CH2:31][CH2:30][CH2:29]1)([CH3:24])([CH3:23])[CH3:22]. (2) Given the reactants Cl[CH2:2][C:3]1[N:4]=[C:5]([CH:8]2[CH2:13][CH2:12][CH:11]([O:14][C:15]3[N:20]=[CH:19][C:18]([CH2:21][CH3:22])=[CH:17][N:16]=3)[CH2:10][CH2:9]2)[S:6][CH:7]=1.[CH3:23][S:24]([C:27]1[CH:32]=[CH:31][C:30]([OH:33])=[CH:29][CH:28]=1)(=[O:26])=[O:25].C(=O)([O-])[O-].[K+].[K+].[I-].[K+], predict the reaction product. The product is: [CH2:21]([C:18]1[CH:17]=[N:16][C:15]([O:14][CH:11]2[CH2:12][CH2:13][CH:8]([C:5]3[S:6][CH:7]=[C:3]([CH2:2][O:33][C:30]4[CH:29]=[CH:28][C:27]([S:24]([CH3:23])(=[O:26])=[O:25])=[CH:32][CH:31]=4)[N:4]=3)[CH2:9][CH2:10]2)=[N:20][CH:19]=1)[CH3:22]. (3) Given the reactants [C:1]([O:5][C:6]([N:8]1[CH2:13][CH2:12][CH2:11][C@H:10]([NH:14][C:15]([C:17]2[C:21]([NH:22][C:23]([NH2:25])=[O:24])=[CH:20][N:19]([C:26]3[CH:31]=[CH:30][CH:29]=[C:28]([F:32])[CH:27]=3)[CH:18]=2)=[O:16])[CH2:9]1)=[O:7])([CH3:4])([CH3:3])[CH3:2].[CH:33]1([CH2:36]N)[CH2:35][CH2:34]1, predict the reaction product. The product is: [C:1]([O:5][C:6]([N:8]1[CH2:13][CH2:12][CH2:11][C@H:10]([NH:14][C:15]([C:17]2[C:21]([NH:22][C:23]([NH:25][CH2:36][CH:33]3[CH2:35][CH2:34]3)=[O:24])=[CH:20][N:19]([C:26]3[CH:31]=[CH:30][CH:29]=[C:28]([F:32])[CH:27]=3)[CH:18]=2)=[O:16])[CH2:9]1)=[O:7])([CH3:4])([CH3:2])[CH3:3]. (4) Given the reactants C(N(CC)CC)C.[CH2:8]([N:15]1[CH2:20][CH:19]=[C:18]([C:21]2[CH:26]=[CH:25][C:24]([F:27])=[CH:23][CH:22]=2)[CH:17]([CH2:28]O)[CH2:16]1)[C:9]1[CH:14]=[CH:13][CH:12]=[CH:11][CH:10]=1.[F:30][C:31]([F:44])([F:43])[S:32]([O:35]S(C(F)(F)F)(=O)=O)(=[O:34])=[O:33].[OH-].[Na+], predict the reaction product. The product is: [F:30][C:31]([F:44])([F:43])[S:32]([O-:35])(=[O:34])=[O:33].[CH2:8]([N+:15]12[CH2:28][CH:17]([CH2:16]1)[C:18]([C:21]1[CH:26]=[CH:25][C:24]([F:27])=[CH:23][CH:22]=1)=[CH:19][CH2:20]2)[C:9]1[CH:14]=[CH:13][CH:12]=[CH:11][CH:10]=1. (5) The product is: [F:19][C:16]1[CH:17]=[CH:18][C:13]([C:12]([NH:11][C:10]2[N:9]([C:21]3[CH:26]=[CH:25][CH:24]=[CH:23][CH:22]=3)[N:8]=[CH:7][C:6]=2[C:4]([OH:5])=[O:3])=[O:20])=[CH:14][CH:15]=1. Given the reactants C([O:3][C:4]([C:6]1[CH:7]=[N:8][N:9]([C:21]2[CH:26]=[CH:25][CH:24]=[CH:23][CH:22]=2)[C:10]=1[NH:11][C:12](=[O:20])[C:13]1[CH:18]=[CH:17][C:16]([F:19])=[CH:15][CH:14]=1)=[O:5])C.[OH-].[Na+], predict the reaction product.